From a dataset of Full USPTO retrosynthesis dataset with 1.9M reactions from patents (1976-2016). Predict the reactants needed to synthesize the given product. (1) The reactants are: Cl[C:2]1[CH:3]=[C:4]([CH:9]=[CH:10][C:11]=1[NH:12][CH2:13][CH:14]1[CH2:16][CH2:15]1)[C:5]([O:7][CH3:8])=[O:6].[O:17]1[CH2:22][CH2:21][CH:20]([CH:23]2[CH2:28][CH2:27][C:26](=O)[CH2:25][CH2:24]2)[CH2:19][CH2:18]1.C(O)(=O)C.S([O-])([O-])(=O)=O.[Mg+2].P([O-])([O-])([O-])=O.[K+].[K+].[K+]. Given the product [CH:14]1([CH2:13][N:12]2[C:26]3[CH2:27][CH2:28][CH:23]([CH:20]4[CH2:19][CH2:18][O:17][CH2:22][CH2:21]4)[CH2:24][C:25]=3[C:2]3[C:11]2=[CH:10][CH:9]=[C:4]([C:5]([O:7][CH3:8])=[O:6])[CH:3]=3)[CH2:16][CH2:15]1, predict the reactants needed to synthesize it. (2) Given the product [CH3:25][C:23]1([CH3:24])[O:26][C@H:3]([CH2:4][O:1][C:2]2[CH:7]=[CH:6][C:5]([C:8]([C:13]3[CH:18]=[CH:17][C:16]([OH:19])=[C:15]([CH3:20])[CH:14]=3)([CH2:11][CH3:12])[CH2:9][CH3:10])=[CH:4][C:3]=2[CH3:21])[CH2:2][O:1]1, predict the reactants needed to synthesize it. The reactants are: [OH:1][C:2]1[CH:7]=[CH:6][C:5]([C:8]([C:13]2[CH:18]=[CH:17][C:16]([OH:19])=[C:15]([CH3:20])[CH:14]=2)([CH2:11][CH3:12])[CH2:9][CH3:10])=[CH:4][C:3]=1[CH3:21].C[C:23]([O-:26])([CH3:25])[CH3:24].[K+].[NH4+].[Cl-]. (3) Given the product [Cl:1][C:2]1[C:3]([C:4]2[N:5]=[C:20]([C:19]3[CH:23]=[C:24]([O:25][CH3:26])[C:16]([OH:15])=[C:17]([N+:27]([O-:29])=[O:28])[CH:18]=3)[O:7][N:6]=2)=[C:8]([CH3:14])[C:9]([Cl:13])=[C:10]([CH3:12])[N:11]=1, predict the reactants needed to synthesize it. The reactants are: [Cl:1][C:2]1[N:11]=[C:10]([CH3:12])[C:9]([Cl:13])=[C:8]([CH3:14])[C:3]=1/[C:4](=[N:6]/[OH:7])/[NH2:5].[OH:15][C:16]1[C:24]([O:25][CH3:26])=[CH:23][C:19]([C:20](Cl)=O)=[CH:18][C:17]=1[N+:27]([O-:29])=[O:28].N1C=CC=CC=1. (4) Given the product [C:1]([NH:5][C:6]([NH:8][CH2:9][C:10]1[CH:11]=[C:12]([C:16]2[CH:21]=[C:20]([C:22]3[NH:26][N:25]=[N:24][N:23]=3)[CH:19]=[C:18]([CH:35]=[O:37])[C:17]=2[OH:27])[CH:13]=[CH:14][CH:15]=1)=[O:7])([CH3:4])([CH3:2])[CH3:3], predict the reactants needed to synthesize it. The reactants are: [C:1]([NH:5][C:6]([NH:8][CH2:9][C:10]1[CH:11]=[C:12]([C:16]2[CH:21]=[C:20]([C:22]3[NH:26][N:25]=[N:24][N:23]=3)[CH:19]=[CH:18][C:17]=2[OH:27])[CH:13]=[CH:14][CH:15]=1)=[O:7])([CH3:4])([CH3:3])[CH3:2].C(Cl)(Cl)Cl.[OH-].[Na+].Cl.[C:35](OCC)(=[O:37])C.